This data is from Forward reaction prediction with 1.9M reactions from USPTO patents (1976-2016). The task is: Predict the product of the given reaction. (1) Given the reactants [N+:1]([CH2:4][CH2:5][CH2:6][C:7]1[CH:12]=[CH:11][C:10]([CH2:13][CH2:14][CH2:15][CH2:16][CH2:17][CH2:18][CH2:19][CH3:20])=[CH:9][CH:8]=1)([O-:3])=[O:2].[CH2:21]([OH:23])C.[CH2:24]=[O:25].C(N(CC)CC)C, predict the reaction product. The product is: [N+:1]([C:4]([CH2:5][CH2:6][C:7]1[CH:8]=[CH:9][C:10]([CH2:13][CH2:14][CH2:15][CH2:16][CH2:17][CH2:18][CH2:19][CH3:20])=[CH:11][CH:12]=1)([CH2:21][OH:23])[CH2:24][OH:25])([O-:3])=[O:2]. (2) Given the reactants [Br:1][C:2]1[CH:3]=[C:4]2[CH:10]=[N:9][NH:8][C:5]2=[N:6][CH:7]=1.O[CH2:12][N:13]1[CH2:17][CH:16]([CH2:18][CH2:19][CH3:20])[CH2:15][C:14]1=[O:21], predict the reaction product. The product is: [Br:1][C:2]1[CH:7]=[N:6][C:5]2=[N:8][N:9]([CH2:12][N:13]3[CH2:17][CH:16]([CH2:18][CH2:19][CH3:20])[CH2:15][C:14]3=[O:21])[CH:10]=[C:4]2[CH:3]=1. (3) Given the reactants [C:14]1(P([C:14]2[CH:19]=[CH:18][CH:17]=[CH:16][CH:15]=2)[C:14]2[CH:19]=[CH:18][CH:17]=[CH:16][CH:15]=2)[CH:19]=[CH:18][CH:17]=[CH:16][CH:15]=1.[C:20]([O:24][C:25]([NH:27][CH2:28][CH2:29][C:30](O)=[O:31])=[O:26])([CH3:23])([CH3:22])[CH3:21].C1(B(O)O)C=CC=CC=1.O.CC(C)(C)C(OC(=O)C(C)(C)C)=O, predict the reaction product. The product is: [C:20]([O:24][C:25](=[O:26])[NH:27][CH2:28][CH2:29][C:30](=[O:31])[C:14]1[CH:15]=[CH:16][CH:17]=[CH:18][CH:19]=1)([CH3:23])([CH3:21])[CH3:22]. (4) The product is: [Br:14][C:15]1[CH:20]=[CH:19][CH:18]=[C:17]([Br:21])[C:16]=1[N:12]1[C:11]2[CH:10]=[CH:9][CH:8]=[CH:7][C:6]=2[C:5]2[C:13]1=[CH:1][CH:2]=[CH:3][CH:4]=2. Given the reactants [CH:1]1[C:13]2[NH:12][C:11]3[C:6](=[CH:7][CH:8]=[CH:9][CH:10]=3)[C:5]=2[CH:4]=[CH:3][CH:2]=1.[Br:14][C:15]1[CH:20]=[CH:19][CH:18]=[C:17]([Br:21])[C:16]=1F.P([O-])([O-])([O-])=O.[K+].[K+].[K+].O, predict the reaction product.